Predict the product of the given reaction. From a dataset of Forward reaction prediction with 1.9M reactions from USPTO patents (1976-2016). (1) Given the reactants Cl[C:2]1[N:11]=[C:10]([NH:12][CH3:13])[C:9]2[CH2:8][CH2:7][CH2:6][CH2:5][C:4]=2[N:3]=1.[CH2:14]([O:21][C:22](=[O:32])[NH:23][CH2:24][C@H:25]1[CH2:30][CH2:29][C@@H:28]([NH2:31])[CH2:27][CH2:26]1)[C:15]1[CH:20]=[CH:19][CH:18]=[CH:17][CH:16]=1.C([O-])(O)=O.[Na+], predict the reaction product. The product is: [CH2:14]([O:21][C:22](=[O:32])[NH:23][CH2:24][C@H:25]1[CH2:30][CH2:29][C@@H:28]([NH:31][C:2]2[N:11]=[C:10]([NH:12][CH3:13])[C:9]3[CH2:8][CH2:7][CH2:6][CH2:5][C:4]=3[N:3]=2)[CH2:27][CH2:26]1)[C:15]1[CH:16]=[CH:17][CH:18]=[CH:19][CH:20]=1. (2) The product is: [F:13][C:14]1[CH:15]=[C:16]([N:17]2[C:18]3[C:19](=[CH:31][C:32]([F:36])=[C:33]([F:35])[CH:34]=3)[C:20](=[O:21])[N:22]([O:23][CH2:24][C:25]3[CH:26]=[CH:27][CH:28]=[CH:29][CH:30]=3)[C:1]2=[O:2])[CH:37]=[CH:38][CH:39]=1. Given the reactants [C:1](N1C=CN=C1)(N1C=CN=C1)=[O:2].[F:13][C:14]1[CH:15]=[C:16]([CH:37]=[CH:38][CH:39]=1)[NH:17][C:18]1[CH:34]=[C:33]([F:35])[C:32]([F:36])=[CH:31][C:19]=1[C:20]([NH:22][O:23][CH2:24][C:25]1[CH:30]=[CH:29][CH:28]=[CH:27][CH:26]=1)=[O:21], predict the reaction product. (3) Given the reactants [C:1]([C:3]1[CH:4]=[C:5]2[C:9](=[CH:10][CH:11]=1)[CH2:8][N:7]([C:12]([NH:14][C:15]1[CH:20]=[CH:19][C:18]([NH:21][C:22](=[O:29])[CH2:23][CH:24]3[CH2:28][CH2:27][CH2:26][CH2:25]3)=[CH:17][CH:16]=1)=[O:13])[CH2:6]2)#[N:2].C(C1C=C2C(=CC=1)CN(C(NC1C=CC(C(=O)NCCC)=CC=1)=[O:42])C2)#N, predict the reaction product. The product is: [CH:24]1([CH2:23][C:22]([NH:21][C:18]2[CH:19]=[CH:20][C:15]([NH:14][C:12]([N:7]3[CH2:6][C:5]4[C:9](=[CH:10][CH:11]=[C:3]([C:1]([NH2:2])=[O:42])[CH:4]=4)[CH2:8]3)=[O:13])=[CH:16][CH:17]=2)=[O:29])[CH2:28][CH2:27][CH2:26][CH2:25]1. (4) Given the reactants [NH2:1][C:2]1[CH:3]=[CH:4][C:5]2[O:9][C:8]([C:10]([O:12][CH2:13][CH3:14])=[O:11])=[CH:7][C:6]=2[CH:15]=1.[CH3:16][S:17](Cl)(=[O:19])=[O:18], predict the reaction product. The product is: [CH3:16][S:17]([NH:1][C:2]1[CH:3]=[CH:4][C:5]2[O:9][C:8]([C:10]([O:12][CH2:13][CH3:14])=[O:11])=[CH:7][C:6]=2[CH:15]=1)(=[O:19])=[O:18]. (5) Given the reactants [F:1][CH:2]([F:13])[CH2:3][N:4]1[CH:8]=[C:7]([C:9]([OH:11])=O)[N:6]=[C:5]1[CH3:12].[NH2:14][C@@H:15]([CH3:32])[CH2:16][N:17]1[CH:21]=[CH:20][C:19]([C:22]2[CH:29]=[C:28]([F:30])[C:25]([C:26]#[N:27])=[C:24]([Cl:31])[CH:23]=2)=[N:18]1.C1C=CC2N(O)N=NC=2C=1.CN(C=O)C, predict the reaction product. The product is: [Cl:31][C:24]1[CH:23]=[C:22]([C:19]2[CH:20]=[CH:21][N:17]([CH2:16][C@@H:15]([NH:14][C:9]([C:7]3[N:6]=[C:5]([CH3:12])[N:4]([CH2:3][CH:2]([F:1])[F:13])[CH:8]=3)=[O:11])[CH3:32])[N:18]=2)[CH:29]=[C:28]([F:30])[C:25]=1[C:26]#[N:27]. (6) Given the reactants [C:1]([C:9]([OH:11])=O)(=[O:8])[C:2]1[CH:7]=[CH:6][CH:5]=[CH:4][CH:3]=1.CN(C(ON1N=NC2C=CC=NC1=2)=[N+](C)C)C.F[P-](F)(F)(F)(F)F.[C:36]([N:40]1[C:44]2=[N:45][CH:46]=[N:47][C:48]([NH2:49])=[C:43]2[C:42]([C:50]2[CH:55]=[CH:54][C:53]([Cl:56])=[CH:52][CH:51]=2)=[N:41]1)([CH3:39])([CH3:38])[CH3:37].CCN(C(C)C)C(C)C, predict the reaction product. The product is: [C:36]([N:40]1[C:44]2=[N:45][CH:46]=[N:47][C:48]([NH:49][C:9](=[O:11])[C:1](=[O:8])[C:2]3[CH:3]=[CH:4][CH:5]=[CH:6][CH:7]=3)=[C:43]2[C:42]([C:50]2[CH:51]=[CH:52][C:53]([Cl:56])=[CH:54][CH:55]=2)=[N:41]1)([CH3:39])([CH3:37])[CH3:38]. (7) Given the reactants Cl[C:2]1[C:7]([Cl:8])=[N:6][CH:5]=[CH:4][N:3]=1.[CH2:9]([N:16]1[CH2:21][C@H:20]([CH3:22])[NH:19][C@H:18]([CH3:23])[CH2:17]1)[C:10]1[CH:15]=[CH:14][CH:13]=[CH:12][CH:11]=1.C(N(CCCC)CCCC)CCC.C1(OC2C=CC=CC=2)C=CC=CC=1, predict the reaction product. The product is: [CH2:9]([N:16]1[CH2:17][C@@H:18]([CH3:23])[N:19]([C:2]2[C:7]([Cl:8])=[N:6][CH:5]=[CH:4][N:3]=2)[C@@H:20]([CH3:22])[CH2:21]1)[C:10]1[CH:11]=[CH:12][CH:13]=[CH:14][CH:15]=1. (8) Given the reactants [S:1]1[C:5]2[CH:6]=[CH:7][CH:8]=[CH:9][C:4]=2[N:3]=[C:2]1[NH:10][C@H:11]1[CH2:14][C@H:13]([NH:15][C:16](=[O:27])[C:17]([C:20]2[C:21](Cl)=[N:22][CH:23]=[CH:24][CH:25]=2)([CH3:19])[CH3:18])[CH2:12]1.CC(C)([O-])C.[Na+].C(OC)(C)(C)C, predict the reaction product. The product is: [S:1]1[C:5]2[CH:6]=[CH:7][CH:8]=[CH:9][C:4]=2[N:3]=[C:2]1[NH:10][C@H:11]1[CH2:14][C@H:13]([N:15]2[C:21]3=[N:22][CH:23]=[CH:24][CH:25]=[C:20]3[C:17]([CH3:19])([CH3:18])[C:16]2=[O:27])[CH2:12]1. (9) Given the reactants [NH:1]1[C:10]2[C:5](=[CH:6][CH:7]=[CH:8][CH:9]=2)[CH2:4][CH2:3][CH2:2]1.[CH:11]([O:14][C:15]1[CH:23]=[CH:22][C:21]([S:24]([CH3:27])(=[O:26])=[O:25])=[CH:20][C:16]=1[C:17](O)=[O:18])([CH3:13])[CH3:12], predict the reaction product. The product is: [N:1]1([C:17]([C:16]2[CH:20]=[C:21]([S:24]([CH3:27])(=[O:26])=[O:25])[CH:22]=[CH:23][C:15]=2[O:14][CH:11]([CH3:13])[CH3:12])=[O:18])[C:10]2[C:5](=[CH:6][CH:7]=[CH:8][CH:9]=2)[CH2:4][CH2:3][CH2:2]1.